Dataset: Full USPTO retrosynthesis dataset with 1.9M reactions from patents (1976-2016). Task: Predict the reactants needed to synthesize the given product. (1) Given the product [CH3:30][O:1][CH:2]([C:11]1[CH:16]=[CH:15][C:14]([CH2:17][O:18][Si:19]([CH:23]([CH3:25])[CH3:24])([CH:26]([CH3:28])[CH3:27])[CH:20]([CH3:21])[CH3:22])=[CH:13][CH:12]=1)[C:3]1[CH:4]=[C:5]([CH:8]=[CH:9][CH:10]=1)[C:6]#[N:7], predict the reactants needed to synthesize it. The reactants are: [OH:1][CH:2]([C:11]1[CH:16]=[CH:15][C:14]([CH2:17][O:18][Si:19]([CH:26]([CH3:28])[CH3:27])([CH:23]([CH3:25])[CH3:24])[CH:20]([CH3:22])[CH3:21])=[CH:13][CH:12]=1)[C:3]1[CH:4]=[C:5]([CH:8]=[CH:9][CH:10]=1)[C:6]#[N:7].O1CCC[CH2:30]1.[H-].[Na+].IC. (2) Given the product [Cl:43][C:32]1[CH:33]=[C:34]([CH2:37][CH2:38][CH2:39][C:40](=[O:41])[NH:47][C:48]([C:49]([N:51]2[CH2:52][CH2:53][NH:54][CH2:55][CH2:56]2)=[O:50])([CH3:68])[CH3:67])[CH:35]=[CH:36][C:31]=1[CH2:30][C:29]1[C:25]([O:24][C@@H:6]2[O:7][C@H:8]([CH2:19][OH:20])[C@@H:9]([OH:15])[C@H:10]([OH:11])[C@H:5]2[OH:4])=[N:26][NH:27][C:28]=1[CH:44]([CH3:46])[CH3:45], predict the reactants needed to synthesize it. The reactants are: C([O:4][C@@H:5]1[C@@H:10]([O:11]C(=O)C)[C@H:9]([O:15]C(=O)C)[C@@H:8]([CH2:19][O:20]C(=O)C)[O:7][C@H:6]1[O:24][C:25]1[C:29]([CH2:30][C:31]2[CH:36]=[CH:35][C:34](/[CH:37]=[CH:38]/[CH2:39][C:40](O)=[O:41])=[CH:33][C:32]=2[Cl:43])=[C:28]([CH:44]([CH3:46])[CH3:45])[NH:27][N:26]=1)(=O)C.[NH2:47][C:48]([CH3:68])([CH3:67])[C:49]([N:51]1[CH2:56][CH2:55][N:54](C(OCC2C=CC=CC=2)=O)[CH2:53][CH2:52]1)=[O:50].C(N1CCNCC1)C1C=CC=CC=1. (3) Given the product [CH2:1]([N:13]([CH2:7][CH2:8][CH2:9][CH2:10][CH2:11][CH3:12])[CH3:14])[CH2:2][CH2:3][CH2:4][CH3:5], predict the reactants needed to synthesize it. The reactants are: [CH:1](=O)[CH2:2][CH2:3][CH2:4][CH3:5].[CH2:7]([NH:13][CH3:14])[CH2:8][CH2:9][CH2:10][CH2:11][CH3:12].C(O[BH-](OC(=O)C)OC(=O)C)(=O)C.[Na+]. (4) Given the product [C:20]([C:22]1[CH:23]=[CH:24][C:25]([CH:28]2[CH2:29][CH2:30][CH2:31][N:32]([C:35]([O:37][C:38]([CH3:41])([CH3:40])[CH3:39])=[O:36])[CH2:33][CH2:34]2)=[CH:26][CH:27]=1)#[N:21], predict the reactants needed to synthesize it. The reactants are: C(N1CCC=C(C2C=CC(C#N)=CC=2)CC1)(C)(C)C.[C:20]([C:22]1[CH:27]=[CH:26][C:25]([C:28]2[CH2:29][CH2:30][CH2:31][N:32]([C:35]([O:37][C:38]([CH3:41])([CH3:40])[CH3:39])=[O:36])[CH2:33][CH:34]=2)=[CH:24][CH:23]=1)#[N:21]. (5) Given the product [NH2:44][C:30]1[N:31]=[CH:32][C:33]([C:2]2[C:3]([N:22]3[CH2:26][CH2:25][C@@H:24]([OH:27])[CH2:23]3)=[N:4][CH:5]=[C:6]([C:7]([NH:9][C:10]3[CH:15]=[CH:14][C:13]([O:16][C:17]([F:18])([F:20])[F:19])=[CH:12][CH:11]=3)=[O:8])[CH:21]=2)=[CH:34][C:29]=1[F:28], predict the reactants needed to synthesize it. The reactants are: Br[C:2]1[C:3]([N:22]2[CH2:26][CH2:25][C@@H:24]([OH:27])[CH2:23]2)=[N:4][CH:5]=[C:6]([CH:21]=1)[C:7]([NH:9][C:10]1[CH:15]=[CH:14][C:13]([O:16][C:17]([F:20])([F:19])[F:18])=[CH:12][CH:11]=1)=[O:8].[F:28][C:29]1[C:30]([NH2:44])=[N:31][CH:32]=[C:33](B2OC(C)(C)C(C)(C)O2)[CH:34]=1. (6) Given the product [Ca+2:47].[C:1]([NH:4][C:5]1[C:10]([C:11]2[C:16]([CH3:17])=[CH:15][C:14]([O:18][CH2:19][C:20]3([OH:28])[CH2:21][CH2:22][S:23](=[O:27])(=[O:26])[CH2:24][CH2:25]3)=[CH:13][C:12]=2[CH3:29])=[CH:9][C:8]([CH2:30][NH:31][C:32]2[CH:37]=[CH:36][C:35]([CH2:38][CH2:39][C:40]([O-:42])=[O:41])=[C:34]([F:43])[CH:33]=2)=[CH:7][CH:6]=1)(=[O:3])[CH3:2].[C:1]([NH:4][C:5]1[C:10]([C:11]2[C:16]([CH3:17])=[CH:15][C:14]([O:18][CH2:19][C:20]3([OH:28])[CH2:21][CH2:22][S:23](=[O:27])(=[O:26])[CH2:24][CH2:25]3)=[CH:13][C:12]=2[CH3:29])=[CH:9][C:8]([CH2:30][NH:31][C:32]2[CH:37]=[CH:36][C:35]([CH2:38][CH2:39][C:40]([O-:42])=[O:41])=[C:34]([F:43])[CH:33]=2)=[CH:7][CH:6]=1)(=[O:3])[CH3:2], predict the reactants needed to synthesize it. The reactants are: [C:1]([NH:4][C:5]1[C:10]([C:11]2[C:16]([CH3:17])=[CH:15][C:14]([O:18][CH2:19][C:20]3([OH:28])[CH2:25][CH2:24][S:23](=[O:27])(=[O:26])[CH2:22][CH2:21]3)=[CH:13][C:12]=2[CH3:29])=[CH:9][C:8]([CH2:30][NH:31][C:32]2[CH:37]=[CH:36][C:35]([CH2:38][CH2:39][C:40]([OH:42])=[O:41])=[C:34]([F:43])[CH:33]=2)=[CH:7][CH:6]=1)(=[O:3])[CH3:2].[OH-].[Na+].[Cl-].[Ca+2:47].[Cl-]. (7) Given the product [O:1]1[CH2:5][CH2:4][N:3]=[C:2]1[C@H:6]([NH:8][C:9]([C:11]1[C:19]2[C:14](=[N:15][CH:16]=[C:17]([C:20]3[C:28]4[C:23](=[CH:24][C:25]([F:29])=[CH:26][CH:27]=4)[N:22]([CH3:30])[N:21]=3)[N:18]=2)[NH:13][CH:12]=1)=[O:10])[CH3:7], predict the reactants needed to synthesize it. The reactants are: [O:1]1[CH2:5][CH2:4][N:3]=[C:2]1[C@H:6]([NH:8][C:9]([C:11]1[C:19]2[C:14](=[N:15][CH:16]=[C:17]([C:20]3[C:28]4[C:23](=[CH:24][C:25]([F:29])=[CH:26][CH:27]=4)[N:22]([CH3:30])[N:21]=3)[N:18]=2)[N:13](COCC[Si](C)(C)C)[CH:12]=1)=[O:10])[CH3:7].[F-].C([N+](CCCC)(CCCC)CCCC)CCC.